From a dataset of Full USPTO retrosynthesis dataset with 1.9M reactions from patents (1976-2016). Predict the reactants needed to synthesize the given product. (1) The reactants are: C([O:8][C:9]1[CH:14]=[CH:13][C:12]([CH:15]2[C:24]3[C:19](=[CH:20][CH:21]=[CH:22][CH:23]=3)[CH2:18][CH2:17][N:16]2[C:25](=[O:30])[C:26]([F:29])([F:28])[F:27])=[CH:11][CH:10]=1)C1C=CC=CC=1.C([O-])=O.[NH4+]. Given the product [F:29][C:26]([F:27])([F:28])[C:25]([N:16]1[CH2:17][CH2:18][C:19]2[C:24](=[CH:23][CH:22]=[CH:21][CH:20]=2)[CH:15]1[C:12]1[CH:13]=[CH:14][C:9]([OH:8])=[CH:10][CH:11]=1)=[O:30], predict the reactants needed to synthesize it. (2) Given the product [CH:15]1([CH2:14][CH:13]([C:20]2[CH:25]=[CH:24][C:23]([Cl:26])=[C:22]([Cl:27])[CH:21]=2)[C:12]([NH:11][C:8]2[S:9][CH:10]=[C:6]([C:4]([OH:5])=[O:3])[N:7]=2)=[O:28])[CH2:19][CH2:18][CH2:17][CH2:16]1, predict the reactants needed to synthesize it. The reactants are: C([O:3][C:4]([C:6]1[N:7]=[C:8]([NH:11][C:12](=[O:28])[CH:13]([C:20]2[CH:25]=[CH:24][C:23]([Cl:26])=[C:22]([Cl:27])[CH:21]=2)[CH2:14][CH:15]2[CH2:19][CH2:18][CH2:17][CH2:16]2)[S:9][CH:10]=1)=[O:5])C.[OH-].[Na+].